Dataset: Catalyst prediction with 721,799 reactions and 888 catalyst types from USPTO. Task: Predict which catalyst facilitates the given reaction. (1) Reactant: [Cl-].[Cl-].[Cl-].[Al+3].[Cl:5][C:6]1[CH:11]=[CH:10][C:9]([CH2:12][C:13](Cl)=[O:14])=[CH:8][CH:7]=1.[Br:16][C:17]1[CH:24]=[CH:23][CH:22]=[CH:21][C:18]=1[CH:19]=[CH2:20]. The catalyst class is: 4. Product: [Br:16][C:17]1[CH:24]=[CH:23][CH:22]=[CH:21][C:18]=1[CH:19]1[C:10]2[C:9](=[CH:8][CH:7]=[C:6]([Cl:5])[CH:11]=2)[CH2:12][C:13](=[O:14])[CH2:20]1. (2) Product: [C:27]([O:26][C:24]([NH:23][CH:18]([CH2:17][C:10]1[CH:11]=[CH:12][C:13]([O:15][CH3:16])=[CH:14][C:9]=1[OH:8])[C:19]([O:21][CH3:22])=[O:20])=[O:25])([CH3:29])([CH3:30])[CH3:28]. The catalyst class is: 19. Reactant: C([O:8][C:9]1[CH:14]=[C:13]([O:15][CH3:16])[CH:12]=[CH:11][C:10]=1/[CH:17]=[C:18](/[NH:23][C:24]([O:26][C:27]([CH3:30])([CH3:29])[CH3:28])=[O:25])\[C:19]([O:21][CH3:22])=[O:20])C1C=CC=CC=1. (3) Product: [CH:29]([CH:32]1[C:37]2[N:38]=[CH:39][NH:40][C:36]=2[CH2:35][CH2:34][N:33]1[C:41]([O:8][CH2:7][C:4]1[CH:3]=[C:2]([CH3:1])[O:6][N:5]=1)=[O:42])([CH3:31])[CH3:30]. Reactant: [CH3:1][C:2]1[O:6][N:5]=[C:4]([CH2:7][OH:8])[CH:3]=1.CN1CCOCC1.ClC(OC1C=CC([N+]([O-])=O)=CC=1)=O.[CH:29]([CH:32]1[C:37]2[N:38]=[CH:39][NH:40][C:36]=2[CH2:35][CH2:34][N:33]1[C:41](OCC1SC=CN=1)=[O:42])([CH3:31])[CH3:30].CCN(C(C)C)C(C)C. The catalyst class is: 2. (4) Reactant: C[O:2][C:3]([C:5]1[S:9][C:8]2[C:10]([N+:20]([O-:22])=[O:21])=[C:11]([O:17]CC)[C:12]([O:14]CC)=[CH:13][C:7]=2[CH:6]=1)=[O:4].Br. Product: [OH:14][C:12]1[C:11]([OH:17])=[C:10]([N+:20]([O-:22])=[O:21])[C:8]2[S:9][C:5]([C:3]([OH:4])=[O:2])=[CH:6][C:7]=2[CH:13]=1. The catalyst class is: 15. (5) Reactant: [C:1]([O:5][C:6](=[O:33])[N:7]([C@@H:21]([C:23]1[C:32]2[C:27](=[CH:28][CH:29]=[CH:30][CH:31]=2)[CH:26]=[CH:25][CH:24]=1)[CH3:22])[CH2:8][CH:9]1[CH2:14][CH2:13][NH:12][CH2:11][CH:10]1[C:15]1[CH:20]=[CH:19][CH:18]=[CH:17][CH:16]=1)([CH3:4])([CH3:3])[CH3:2].[O:34]1[CH:38]=[CH:37][C:36]([CH:39]=O)=[CH:35]1.C(O[BH-](OC(=O)C)OC(=O)C)(=O)C.[N-]=C=O. Product: [O:34]1[CH:38]=[CH:37][C:36]([CH2:39][N:12]2[CH2:13][CH2:14][CH:9]([CH2:8][N:7]([C@@H:21]([C:23]3[C:32]4[C:27](=[CH:28][CH:29]=[CH:30][CH:31]=4)[CH:26]=[CH:25][CH:24]=3)[CH3:22])[C:6](=[O:33])[O:5][C:1]([CH3:2])([CH3:3])[CH3:4])[CH:10]([C:15]3[CH:16]=[CH:17][CH:18]=[CH:19][CH:20]=3)[CH2:11]2)=[CH:35]1. The catalyst class is: 640.